From a dataset of Reaction yield outcomes from USPTO patents with 853,638 reactions. Predict the reaction yield, written as a fraction of the theoretical maximum amount of product (1.0 means a 100% yield; for example, 0.34 means a 34% yield). (1) The reactants are [CH3:1][O:2][C:3]([C:5]1[C:13]2[N:12]=[C:11]([NH2:14])[NH:10][C:9]=2[CH:8]=[CH:7][CH:6]=1)=[O:4].CO[C:17](=O)[C:18]1C=C(C)C=C([N+]([O-])=O)[C:19]=1N. No catalyst specified. The product is [CH3:1][O:2][C:3]([C:5]1[C:13]2[N:12]=[C:11]([NH2:14])[NH:10][C:9]=2[CH:8]=[C:7]([CH2:17][CH2:18][CH3:19])[CH:6]=1)=[O:4]. The yield is 0.850. (2) The reactants are [F:1][C:2]([F:13])([F:12])[C:3]1[CH:4]=[C:5]([N:9]=[C:10]=[O:11])[CH:6]=[CH:7][CH:8]=1.[C:14]([O:18][C:19](=[O:30])[NH:20][CH2:21][CH2:22][N:23]1[CH:27]=[C:26]([NH2:28])[N:25]=[C:24]1[CH3:29])([CH3:17])([CH3:16])[CH3:15]. The catalyst is ClCCl. The product is [C:14]([O:18][C:19](=[O:30])[NH:20][CH2:21][CH2:22][N:23]1[CH:27]=[C:26]([NH:28][C:10]([NH:9][C:5]2[CH:6]=[CH:7][CH:8]=[C:3]([C:2]([F:12])([F:13])[F:1])[CH:4]=2)=[O:11])[N:25]=[C:24]1[CH3:29])([CH3:17])([CH3:16])[CH3:15]. The yield is 0.210.